This data is from Catalyst prediction with 721,799 reactions and 888 catalyst types from USPTO. The task is: Predict which catalyst facilitates the given reaction. (1) Reactant: Br[C:2]1[CH:51]=[CH:50][C:5]([CH2:6][C@@H:7]([C:26]([NH:28][C:29]2[CH:34]=[CH:33][C:32]([C:35]3[NH:36][C:37]([C:40]([F:49])([F:48])[C:41]([F:47])([F:46])[C:42]([O:44]C)=[O:43])=[N:38][N:39]=3)=[CH:31][CH:30]=2)=[O:27])[NH:8][C:9]([C@H:11]2[CH2:16][CH2:15][C@H:14]([CH2:17][NH:18][C:19]([O:21][C:22]([CH3:25])([CH3:24])[CH3:23])=[O:20])[CH2:13][CH2:12]2)=[O:10])=[CH:4][CH:3]=1.[CH:52]([O:55][C:56]1[CH:61]=[CH:60][CH:59]=[CH:58][C:57]=1OB(O)O)([CH3:54])[CH3:53].C(=O)([O-])[O-].[Na+].[Na+].C(C1C=CC=CC=1OB(O)O)(=O)N. Product: [C:22]([O:21][C:19]([NH:18][CH2:17][C@H:14]1[CH2:15][CH2:16][C@H:11]([C:9]([NH:8][C@@H:7]([CH2:6][C:5]2[CH:50]=[CH:51][C:2]([C:57]3[CH:58]=[CH:59][CH:60]=[CH:61][C:56]=3[O:55][CH:52]([CH3:54])[CH3:53])=[CH:3][CH:4]=2)[C:26]([NH:28][C:29]2[CH:34]=[CH:33][C:32]([C:35]3[NH:39][N:38]=[C:37]([C:40]([F:49])([F:48])[C:41]([F:46])([F:47])[C:42]([OH:44])=[O:43])[N:36]=3)=[CH:31][CH:30]=2)=[O:27])=[O:10])[CH2:12][CH2:13]1)=[O:20])([CH3:24])([CH3:23])[CH3:25]. The catalyst class is: 423. (2) Reactant: [C:1]1([CH3:31])[CH:6]=[CH:5][C:4]([NH:7][C:8](=[O:30])[NH:9][C:10]2[CH:15]=[CH:14][C:13]([C:16]3[CH:20]=[C:19]([C:21]([NH:23][C:24](=[CH2:29])[C:25]([O:27]C)=[O:26])=[O:22])[O:18][N:17]=3)=[CH:12][CH:11]=2)=[CH:3][CH:2]=1.O.O.[OH-].[Li+].Cl. Product: [C:1]1([CH3:31])[CH:2]=[CH:3][C:4]([NH:7][C:8](=[O:30])[NH:9][C:10]2[CH:15]=[CH:14][C:13]([C:16]3[CH:20]=[C:19]([C:21]([NH:23][C:24](=[CH2:29])[C:25]([OH:27])=[O:26])=[O:22])[O:18][N:17]=3)=[CH:12][CH:11]=2)=[CH:5][CH:6]=1. The catalyst class is: 1. (3) Reactant: BrC=C([C:5]1[CH:15]=[CH:14][C:8]([C:9]([N:11]([CH3:13])[CH3:12])=[O:10])=[CH:7][CH:6]=1)C.P([O-])([O-])([O-])=O.[K+].[K+].[K+].N1CC[CH2:29][C@H:25]1[C:26](O)=O.[CH3:32][N:33]1[CH2:46][CH2:45][C:36]2[NH:37][C:38]3[CH:39]=[CH:40][C:41]([CH3:44])=[CH:42][C:43]=3[C:35]=2[CH2:34]1. Product: [CH3:32][N:33]1[CH2:46][CH2:45][C:36]2[N:37](/[CH:26]=[C:25](\[C:15]3[CH:14]=[C:8]([CH:7]=[CH:6][CH:5]=3)[C:9]([N:11]([CH3:12])[CH3:13])=[O:10])/[CH3:29])[C:38]3[CH:39]=[CH:40][C:41]([CH3:44])=[CH:42][C:43]=3[C:35]=2[CH2:34]1. The catalyst class is: 122. (4) Reactant: [Br:1][C:2]1[N:3]=[C:4]([C:7]([OH:9])=O)[S:5][CH:6]=1.O=S(Cl)Cl.O.[NH2:15][NH2:16]. Product: [Br:1][C:2]1[N:3]=[C:4]([C:7]([NH:15][NH2:16])=[O:9])[S:5][CH:6]=1. The catalyst class is: 5. (5) Reactant: [C:1]([O:4][C@@H:5]1[C@@H:10]([O:11][C:12](=[O:14])[CH3:13])[C@@H:9]([O:15][C:16](=[O:18])[CH3:17])[C@@H:8]([CH2:19][O:20][C:21](=[O:23])[CH3:22])[O:7][C@@H:6]1Br)(=[O:3])[CH3:2].[N-:25]=[N+:26]=[N-:27].[Na+]. Product: [C:1]([O:4][C@@H:5]1[C@@H:10]([O:11][C:12](=[O:14])[CH3:13])[C@@H:9]([O:15][C:16](=[O:18])[CH3:17])[C@@H:8]([CH2:19][O:20][C:21](=[O:23])[CH3:22])[O:7][C@H:6]1[N:25]=[N+:26]=[N-:27])(=[O:3])[CH3:2]. The catalyst class is: 58.